From a dataset of Catalyst prediction with 721,799 reactions and 888 catalyst types from USPTO. Predict which catalyst facilitates the given reaction. (1) Reactant: Br[C:2]1[C:3]([CH3:27])=[N:4][N:5]([CH2:14][CH:15]2[CH2:19][CH2:18][CH:17]([O:20]C3CCCCO3)[CH2:16]2)[C:6]=1[C:7]1[CH:12]=[CH:11][C:10]([F:13])=[CH:9][CH:8]=1.CC1(C)C(C)(C)OB([C:36]2[CH:37]=[CH:38][C:39]3[O:44][CH2:43][C:42](=[O:45])[NH:41][C:40]=3[CH:46]=2)O1.C(=O)([O-])[O-].[Cs+].[Cs+]. Product: [F:13][C:10]1[CH:9]=[CH:8][C:7]([C:6]2[N:5]([CH2:14][CH:15]3[CH2:19][CH2:18][CH:17]([OH:20])[CH2:16]3)[N:4]=[C:3]([CH3:27])[C:2]=2[C:36]2[CH:37]=[CH:38][C:39]3[O:44][CH2:43][C:42](=[O:45])[NH:41][C:40]=3[CH:46]=2)=[CH:12][CH:11]=1. The catalyst class is: 30. (2) Reactant: [Cl:1]C1C=C(C=CC=1)C(OO)=O.ClC1[C:18]([F:19])=[CH:17][CH:16]=[CH:15][N:14]=1.S1(OSO1)(=O)=O.[Na].[C:27](=[O:30])(O)[O-].[Na+]. Product: [Cl:1][C:15]1[N:14]=[C:27]([OH:30])[C:18]([F:19])=[CH:17][CH:16]=1. The catalyst class is: 4.